The task is: Predict which catalyst facilitates the given reaction.. This data is from Catalyst prediction with 721,799 reactions and 888 catalyst types from USPTO. (1) Reactant: [C:1]([Si:5]([CH3:35])([CH3:34])[O:6][CH2:7][CH2:8][NH:9][C:10]1[CH:15]=[CH:14][C:13]([NH:16][C:17]([C:19]2[C:20]([NH:25][C:26]([C:28]3[S:29][C:30]([Cl:33])=[CH:31][CH:32]=3)=[O:27])=[N:21][N:22]([CH3:24])[CH:23]=2)=[O:18])=[CH:12][CH:11]=1)([CH3:4])([CH3:3])[CH3:2].[N:36]#[C:37]Br.C(=O)(O)[O-].[Na+]. Product: [Si:5]([O:6][CH2:7][CH2:8][N:9]([C:37]#[N:36])[C:10]1[CH:11]=[CH:12][C:13]([NH:16][C:17]([C:19]2[C:20]([NH:25][C:26]([C:28]3[S:29][C:30]([Cl:33])=[CH:31][CH:32]=3)=[O:27])=[N:21][N:22]([CH3:24])[CH:23]=2)=[O:18])=[CH:14][CH:15]=1)([C:1]([CH3:4])([CH3:3])[CH3:2])([CH3:35])[CH3:34]. The catalyst class is: 27. (2) Reactant: [CH:1]1([CH2:4][N:5]2[CH2:23][CH2:22][C@:12]34[C:13]5[C:14]6[O:21][C@H:11]3[C:10](=[O:24])[CH2:9][CH2:8][C@@:7]4([O:25][CH2:26][CH:27]3[CH2:29][CH2:28]3)[C@H:6]2[CH2:19][C:18]=5[CH:17]=[CH:16][C:15]=6[OH:20])[CH2:3][CH2:2]1.C1C=C(Cl)C=C(C(OO)=[O:38])C=1.C([O-])([O-])=O.[K+].[K+]. Product: [CH:1]1([CH2:4][N+:5]2([O-:38])[CH2:23][CH2:22][C@:12]34[C:13]5[C:14]6[O:21][C@H:11]3[C:10](=[O:24])[CH2:9][CH2:8][C@@:7]4([O:25][CH2:26][CH:27]3[CH2:29][CH2:28]3)[C@H:6]2[CH2:19][C:18]=5[CH:17]=[CH:16][C:15]=6[OH:20])[CH2:3][CH2:2]1. The catalyst class is: 22. (3) Reactant: [CH3:1][N:2]1[CH:6]=[C:5]([C:7]2[CH:39]=[CH:38][C:10]3[N:11]([C:14]4[S:18][C:17]([C:19]([NH2:21])=[O:20])=[C:16]([O:22][CH:23]([C:25]5[CH:30]=[CH:29][CH:28]=[C:27]([O:31][CH:32]6[CH2:37][CH2:36][NH:35][CH2:34][CH2:33]6)[CH:26]=5)[CH3:24])[CH:15]=4)[CH:12]=[N:13][C:9]=3[CH:8]=2)[CH:4]=[N:3]1.[C:40](O)(=O)C.C=O.[Na].[OH-].[Na+]. Product: [CH3:40][N:35]1[CH2:34][CH2:33][CH:32]([O:31][C:27]2[CH:26]=[C:25]([CH:23]([O:22][C:16]3[CH:15]=[C:14]([N:11]4[C:10]5[CH:38]=[CH:39][C:7]([C:5]6[CH:4]=[N:3][N:2]([CH3:1])[CH:6]=6)=[CH:8][C:9]=5[N:13]=[CH:12]4)[S:18][C:17]=3[C:19]([NH2:21])=[O:20])[CH3:24])[CH:30]=[CH:29][CH:28]=2)[CH2:37][CH2:36]1. The catalyst class is: 61. (4) Reactant: C(OC([NH:8][NH:9][CH:10]1[CH2:15][CH2:14][CH:13]([C:16]([CH3:19])([CH3:18])[CH3:17])[CH2:12][CH2:11]1)=O)(C)(C)C.C(O)(C(F)(F)F)=O.[C:27]([O:33]C)(=O)[CH2:28][C:29]([CH3:31])=O. Product: [C:16]([CH:13]1[CH2:12][CH2:11][CH:10]([N:9]2[C:27](=[O:33])[CH2:28][C:29]([CH3:31])=[N:8]2)[CH2:15][CH2:14]1)([CH3:19])([CH3:17])[CH3:18]. The catalyst class is: 2. (5) Reactant: [F:1][C:2]1[CH:3]=[CH:4][C:5]([CH3:17])=[C:6]([CH:8]=[N:9][C:10]([O:12][Si](C)(C)C)=[CH2:11])[CH:7]=1.C(OC([N:25]1[C:33]2[C:28](=[CH:29][CH:30]=[C:31]([Cl:34])[CH:32]=2)/[C:27](=[CH:35]/[C:36]2[CH:41]=[C:40]([Cl:42])[CH:39]=[CH:38][C:37]=2[O:43][CH2:44][C:45]2([CH3:49])[CH2:48][O:47][CH2:46]2)/[C:26]1=[O:50])=O)(C)(C)C. Product: [Cl:34][C:31]1[CH:32]=[C:33]2[NH:25][C:26](=[O:50])[C:27]3([CH:35]([C:36]4[CH:41]=[C:40]([Cl:42])[CH:39]=[CH:38][C:37]=4[O:43][CH2:44][C:45]4([CH3:49])[CH2:48][O:47][CH2:46]4)[CH2:12][C:10](=[O:11])[NH:9][CH:8]3[C:6]3[CH:7]=[C:2]([F:1])[CH:3]=[CH:4][C:5]=3[CH3:17])[C:28]2=[CH:29][CH:30]=1. The catalyst class is: 11. (6) Reactant: [F:1][C:2]1[CH:7]=[C:6]([F:8])[CH:5]=[C:4]([F:9])[C:3]=1[N:10]=[N:10][C:3]1[C:2]([F:1])=[CH:7][C:6]([F:8])=[CH:5][C:4]=1[F:9].C([O-])=O.[NH4+]. Product: [F:1][C:2]1[CH:7]=[C:6]([F:8])[CH:5]=[C:4]([F:9])[C:3]=1[NH2:10]. The catalyst class is: 284. (7) Product: [C:1]([C:3]1([OH:12])[CH2:7][CH2:6][CH:5]([CH2:8][OH:9])[CH2:4]1)#[CH:2]. The catalyst class is: 1. Reactant: [C:1]([C:3]1([OH:12])[CH2:7][CH2:6][CH:5]([C:8](OC)=[O:9])[CH2:4]1)#[CH:2].[H-].[H-].[H-].[H-].[Li+].[Al+3]. (8) Reactant: [CH3:1][O:2][C:3]([C:5]1[N:9]([CH2:10][C:11]2[CH:16]=[CH:15][C:14]([O:17][CH3:18])=[CH:13][CH:12]=2)[N:8]=[C:7]([C:19]([OH:21])=O)[CH:6]=1)=[O:4].C1(C)C=CC=CC=1.S(Cl)(Cl)=O.[N-:33]=[N+:34]=[N-:35].[Na+]. Product: [CH3:1][O:2][C:3]([C:5]1[N:9]([CH2:10][C:11]2[CH:16]=[CH:15][C:14]([O:17][CH3:18])=[CH:13][CH:12]=2)[N:8]=[C:7]([C:19]([N:33]=[N+:34]=[N-:35])=[O:21])[CH:6]=1)=[O:4]. The catalyst class is: 6. (9) Reactant: [OH:1][C:2]1[CH:3]=[C:4]([CH2:8][C:9]([OH:11])=[O:10])[CH:5]=[CH:6][CH:7]=1.C(=O)([O-])[O-].[K+].[K+].[CH2:18](Br)[C:19]1[CH:24]=[CH:23][CH:22]=[CH:21][CH:20]=1. The catalyst class is: 3. Product: [C:19]1([CH2:18][O:1][C:2]2[CH:3]=[C:4]([CH2:8][C:9]([O:11][CH2:8][C:4]3[CH:5]=[CH:6][CH:7]=[CH:2][CH:3]=3)=[O:10])[CH:5]=[CH:6][CH:7]=2)[CH:24]=[CH:23][CH:22]=[CH:21][CH:20]=1.